Dataset: Forward reaction prediction with 1.9M reactions from USPTO patents (1976-2016). Task: Predict the product of the given reaction. The product is: [C:14]([Cl:16])(=[O:15])[CH2:13]/[CH:9]=[CH:8]/[CH2:1][C:2]([Cl:4])=[O:3]. Given the reactants [C:1](Cl)(=O)[C:2]([Cl:4])=[O:3].[C:9]1([CH2:13][C:14]([Cl:16])=[O:15])[CH:8]=CC=[C:9]([CH2:13][C:14]([Cl:16])=[O:15])[CH:8]=1.C1(CC(O)=O)C=CC=C(CC(O)=O)C=1, predict the reaction product.